Dataset: Retrosynthesis with 50K atom-mapped reactions and 10 reaction types from USPTO. Task: Predict the reactants needed to synthesize the given product. The reactants are: CCN.Nc1nc(I)nc2c1nc(Br)n2[C@@H]1O[C@H](CO)[C@@H](O)[C@H]1O. Given the product CCNc1nc2c(N)nc(I)nc2n1[C@@H]1O[C@H](CO)[C@@H](O)[C@H]1O, predict the reactants needed to synthesize it.